This data is from Catalyst prediction with 721,799 reactions and 888 catalyst types from USPTO. The task is: Predict which catalyst facilitates the given reaction. (1) Reactant: [NH2:1][C:2]1[O:3][CH2:4][C@:5]2([C:19]3[C:14](=[N:15][CH:16]=[C:17]([OH:20])[CH:18]=3)[O:13][C:12]3[C:7]2=[CH:8][C:9]([Br:21])=[CH:10][CH:11]=3)[N:6]=1.CN(C=O)C.C(=O)([O-])[O-].[Cs+].[Cs+].[CH2:33](I)[C:34]([CH3:37])([CH3:36])[CH3:35]. Product: [Br:21][C:9]1[CH:8]=[C:7]2[C@@:5]3([CH2:4][O:3][C:2]([NH2:1])=[N:6]3)[C:19]3[C:14](=[N:15][CH:16]=[C:17]([O:20][CH2:33][C:34]([CH3:37])([CH3:36])[CH3:35])[CH:18]=3)[O:13][C:12]2=[CH:11][CH:10]=1. The catalyst class is: 69. (2) Reactant: [H-].C([Al+]CC(C)C)C(C)C.C[O:12][C:13]([C@@H:15]1[CH2:19][C@H:18]([Cl:20])[CH2:17][N:16]1[C:21]([O:23][C:24]([CH3:27])([CH3:26])[CH3:25])=[O:22])=O. Product: [C:24]([O:23][C:21]([N:16]1[CH2:17][C@@H:18]([Cl:20])[CH2:19][C@H:15]1[CH:13]=[O:12])=[O:22])([CH3:27])([CH3:26])[CH3:25]. The catalyst class is: 1. (3) Reactant: [C:1]([O:5][C:6](=[O:19])[NH:7][C:8]1[CH:9]=[C:10]2[C:14](=[CH:15][CH:16]=1)[CH2:13][C@H:12]([CH2:17][OH:18])[CH2:11]2)([CH3:4])([CH3:3])[CH3:2].[C:20]1([CH3:30])[CH:25]=[CH:24][C:23]([S:26](Cl)(=[O:28])=[O:27])=[CH:22][CH:21]=1. Product: [C:1]([O:5][C:6]([NH:7][C:8]1[CH:9]=[C:10]2[C:14](=[CH:15][CH:16]=1)[CH2:13][C@H:12]([CH2:17][O:18][S:26]([C:23]1[CH:24]=[CH:25][C:20]([CH3:30])=[CH:21][CH:22]=1)(=[O:28])=[O:27])[CH2:11]2)=[O:19])([CH3:4])([CH3:2])[CH3:3]. The catalyst class is: 64. (4) Reactant: [OH-].[Na+].[CH3:3][C:4]1[CH:5]=[C:6]([C:16]([O:18]C)=[O:17])[C:7]([C:10]2[CH:15]=[CH:14][CH:13]=[CH:12][CH:11]=2)=[CH:8][CH:9]=1. Product: [CH3:3][C:4]1[CH:5]=[C:6]([C:16]([OH:18])=[O:17])[C:7]([C:10]2[CH:15]=[CH:14][CH:13]=[CH:12][CH:11]=2)=[CH:8][CH:9]=1. The catalyst class is: 5.